Dataset: Forward reaction prediction with 1.9M reactions from USPTO patents (1976-2016). Task: Predict the product of the given reaction. (1) Given the reactants I[C:2]1[CH:7]=[CH:6][C:5]([C:8]2[O:9][C:10]([CH3:13])=[N:11][N:12]=2)=[CH:4][CH:3]=1.N1([C:20]2[CH:21]=[C:22]([NH:26][C:27]([C:29]3[CH:30]=[C:31](C4C=CC(C5N=C(C)ON=5)=CC=4C)[C:32]([CH3:35])=[CH:33][CH:34]=3)=[O:28])[CH:23]=[CH:24][CH:25]=2)CCOCC1.C[CH:50]([OH:52])C, predict the reaction product. The product is: [CH3:50][O:52][C:20]1[CH:21]=[C:22]([NH:26][C:27]([C:29]2[CH:34]=[C:33]([C:2]3[CH:7]=[CH:6][C:5]([C:8]4[O:9][C:10]([CH3:13])=[N:11][N:12]=4)=[CH:4][CH:3]=3)[C:32]([CH3:35])=[CH:31][CH:30]=2)=[O:28])[CH:23]=[CH:24][CH:25]=1. (2) Given the reactants [OH:1][NH:2][C:3]([C:5]1[C:10]([C:11]2[CH:16]=[CH:15][CH:14]=[CH:13][CH:12]=2)=[CH:9][CH:8]=[CH:7][N:6]=1)=[NH:4].[OH:17][C:18]1[CH:27]=[CH:26][C:25]2[C:20](=[CH:21][CH:22]=[CH:23][CH:24]=2)[C:19]=1[C:28](O)=O, predict the reaction product. The product is: [C:11]1([C:10]2[C:5]([C:3]3[N:4]=[C:28]([C:19]4[C:20]5[C:25](=[CH:24][CH:23]=[CH:22][CH:21]=5)[CH:26]=[CH:27][C:18]=4[OH:17])[O:1][N:2]=3)=[N:6][CH:7]=[CH:8][CH:9]=2)[CH:16]=[CH:15][CH:14]=[CH:13][CH:12]=1. (3) Given the reactants [Cl:1][C:2]1[CH:7]=[CH:6][C:5]([C:8]2[NH:9][C:10]3[C:15]([C:16]=2[CH2:17]C(O)=O)=[CH:14][CH:13]=[CH:12][CH:11]=3)=[CH:4][C:3]=1[S:21](=[O:30])(=[O:29])[NH:22][CH:23]1[CH2:28][CH2:27][CH2:26][CH2:25][CH2:24]1.C[N:32]([C:34]([O:38]N1N=NC2C=CC=CC1=2)=[N+](C)C)C.F[P-](F)(F)(F)(F)F.CC[N:57]([CH:61](C)C)C(C)C.[OH2:64].NN, predict the reaction product. The product is: [Cl:1][C:2]1[CH:7]=[CH:6][C:5]([C:8]2[NH:9][C:10]3[C:15]([C:16]=2[CH2:17][C:34]2[O:38][C:61](=[O:64])[NH:57][N:32]=2)=[CH:14][CH:13]=[CH:12][CH:11]=3)=[CH:4][C:3]=1[S:21]([NH:22][CH:23]1[CH2:28][CH2:27][CH2:26][CH2:25][CH2:24]1)(=[O:30])=[O:29].